This data is from Forward reaction prediction with 1.9M reactions from USPTO patents (1976-2016). The task is: Predict the product of the given reaction. (1) The product is: [CH3:3][C:4]([Si:7]([CH3:27])([CH3:28])[O:8][CH2:9][C:10]1[CH:15]=[CH:14][CH:13]=[C:12]([O:16][CH2:17][O:18][CH3:19])[C:11]=1[C:20]1([C:21]([O:23][CH2:24][CH3:25])=[O:22])[CH2:29][CH2:26]1)([CH3:5])[CH3:6]. Given the reactants [H-].[Na+].[CH3:3][C:4]([Si:7]([CH3:28])([CH3:27])[O:8][CH2:9][C:10]1[CH:15]=[CH:14][CH:13]=[C:12]([O:16][CH2:17][O:18][CH3:19])[C:11]=1[C:20](=[CH2:26])[C:21]([O:23][CH2:24][CH3:25])=[O:22])([CH3:6])[CH3:5].[CH3:29]S(C)=O, predict the reaction product. (2) Given the reactants [O:1]1[C:5]([C:6]2[S:10][C:9]([C:11]#[C:12][C:13]#[C:14][C:15]3[CH:24]=[CH:23][C:18]([C:19]([O:21]C)=[O:20])=[CH:17][CH:16]=3)=[CH:8][CH:7]=2)=[CH:4][N:3]=[CH:2]1.C1COCC1.[OH-].[Na+], predict the reaction product. The product is: [O:1]1[C:5]([C:6]2[S:10][C:9]([C:11]#[C:12][C:13]#[C:14][C:15]3[CH:16]=[CH:17][C:18]([C:19]([OH:21])=[O:20])=[CH:23][CH:24]=3)=[CH:8][CH:7]=2)=[CH:4][N:3]=[CH:2]1. (3) Given the reactants [C:1]1([N:7]2[C:11]3[CH:12]=[C:13]([CH3:16])[CH:14]=[CH:15][C:10]=3[N:9]=[C:8]2[C:17]2[CH:22]=[CH:21][CH:20]=[CH:19][CH:18]=2)[CH:6]=[CH:5][CH:4]=[CH:3][CH:2]=1.[N+]([O-])([O-])=[O:24].[NH4+].[Ce].C(=O)(O)[O-].[Na+], predict the reaction product. The product is: [C:1]1([N:7]2[C:11]3[CH:12]=[C:13]([CH:16]=[O:24])[CH:14]=[CH:15][C:10]=3[N:9]=[C:8]2[C:17]2[CH:18]=[CH:19][CH:20]=[CH:21][CH:22]=2)[CH:6]=[CH:5][CH:4]=[CH:3][CH:2]=1. (4) Given the reactants [N:1]([CH2:4][C@H:5]1[CH2:14][CH2:13][C:12]2[C:7](=[C:8]([C:16]3[CH:21]=[C:20]([Cl:22])[CH:19]=[CH:18][C:17]=3[Cl:23])[CH:9]=[C:10]([F:15])[CH:11]=2)[O:6]1)=[N+]=[N-].C1(P(C2C=CC=CC=2)C2C=CC=CC=2)C=CC=CC=1.CO.Cl, predict the reaction product. The product is: [ClH:22].[Cl:23][C:17]1[CH:18]=[CH:19][C:20]([Cl:22])=[CH:21][C:16]=1[C:8]1[CH:9]=[C:10]([F:15])[CH:11]=[C:12]2[C:7]=1[O:6][C@@H:5]([CH2:4][NH2:1])[CH:14]=[CH:13]2.